This data is from Forward reaction prediction with 1.9M reactions from USPTO patents (1976-2016). The task is: Predict the product of the given reaction. (1) Given the reactants [CH3:1][C:2]1[O:6][N:5]=[C:4]([C:7]2[CH:12]=[CH:11][C:10]([NH2:13])=[CH:9][CH:8]=2)[N:3]=1.[CH3:14][O:15][C:16]1[CH:17]=[C:18]([CH:26]=O)[CH:19]=[C:20]2[C:25]=1[O:24][CH2:23][CH2:22][CH2:21]2.FC(F)(F)C(O)=O.[C:35](C1C=CC(NC(C2C=C(OC)C(OC)=CC=2F)C2NC(=O)N(C3C=CC=CC=3C(O)=O)N=2)=CC=1)(=N)[NH2:36].C[Si](C#N)(C)C.C(S([O-])(=O)=O)(F)(F)F.C(S([O-])(=O)=O)(F)(F)F.C(S([O-])(=O)=O)(F)(F)F.[Yb+3], predict the reaction product. The product is: [CH3:14][O:15][C:16]1[CH:17]=[C:18]([CH:26]([NH:13][C:10]2[CH:11]=[CH:12][C:7]([C:4]3[N:3]=[C:2]([CH3:1])[O:6][N:5]=3)=[CH:8][CH:9]=2)[C:35]#[N:36])[CH:19]=[C:20]2[C:25]=1[O:24][CH2:23][CH2:22][CH2:21]2. (2) Given the reactants Cl[C:2]1[N:7]=[C:6]([C:8]2[N:12]3[CH:13]=[CH:14][CH:15]=[CH:16][C:11]3=[N:10][C:9]=2[C:17]2[CH:18]=[C:19]([CH:31]=[CH:32][CH:33]=2)[C:20]([NH:22][C:23]2[C:28]([F:29])=[CH:27][CH:26]=[CH:25][C:24]=2[F:30])=[O:21])[CH:5]=[CH:4][N:3]=1.[CH3:34][N:35]1[CH:39]=[C:38]([C:40]2[CH:41]=[C:42]([CH:44]=[CH:45][CH:46]=2)[NH2:43])[CH:37]=[N:36]1.Cl.C([O-])(O)=O.[Na+], predict the reaction product. The product is: [F:30][C:24]1[CH:25]=[CH:26][CH:27]=[C:28]([F:29])[C:23]=1[NH:22][C:20](=[O:21])[C:19]1[CH:31]=[CH:32][CH:33]=[C:17]([C:9]2[N:10]=[C:11]3[CH:16]=[CH:15][CH:14]=[CH:13][N:12]3[C:8]=2[C:6]2[CH:5]=[CH:4][N:3]=[C:2]([NH:43][C:42]3[CH:44]=[CH:45][CH:46]=[C:40]([C:38]4[CH:37]=[N:36][N:35]([CH3:34])[CH:39]=4)[CH:41]=3)[N:7]=2)[CH:18]=1. (3) The product is: [CH2:11]([N:18]1[CH2:24][CH2:23][C:22]([Cl:25])=[C:21]([CH:26]([C:2]2[CH:7]=[CH:6][CH:5]=[CH:4][CH:3]=2)[OH:27])[CH2:20][CH2:19]1)[C:12]1[CH:13]=[CH:14][CH:15]=[CH:16][CH:17]=1. Given the reactants Br[C:2]1[CH:7]=[CH:6][CH:5]=[CH:4][CH:3]=1.[Mg].II.[CH2:11]([N:18]1[CH2:24][CH2:23][C:22]([Cl:25])=[C:21]([CH:26]=[O:27])[CH2:20][CH2:19]1)[C:12]1[CH:17]=[CH:16][CH:15]=[CH:14][CH:13]=1, predict the reaction product. (4) The product is: [Cl:15][CH2:16][CH2:17][NH:18][C:19]([NH:13][C:11]1[CH:10]=[N:9][N:8]([CH2:7][C:6]2[C:2]([CH3:1])=[N:3][O:4][C:5]=2[CH3:14])[CH:12]=1)=[O:20]. Given the reactants [CH3:1][C:2]1[C:6]([CH2:7][N:8]2[CH:12]=[C:11]([NH2:13])[CH:10]=[N:9]2)=[C:5]([CH3:14])[O:4][N:3]=1.[Cl:15][CH2:16][CH2:17][N:18]=[C:19]=[O:20], predict the reaction product. (5) Given the reactants [C:1]([O:5][C:6]([N:8]1[CH2:13][CH2:12][CH2:11][CH2:10][CH:9]1[CH2:14][C:15]([OH:17])=O)=[O:7])([CH3:4])([CH3:3])[CH3:2].[Cl:18][C:19]1[C:24]([Cl:25])=[CH:23][CH:22]=[CH:21][C:20]=1[C:26]1NN=[N:28][N:27]=1.C1(N=C=NC2CCCCC2)CCCCC1, predict the reaction product. The product is: [C:1]([O:5][C:6]([N:8]1[CH2:13][CH2:12][CH2:11][CH2:10][CH:9]1[CH2:14][C:15]1[O:17][C:26]([C:20]2[CH:21]=[CH:22][CH:23]=[C:24]([Cl:25])[C:19]=2[Cl:18])=[N:27][N:28]=1)=[O:7])([CH3:2])([CH3:3])[CH3:4]. (6) Given the reactants C[O:2][C:3](=[O:21])[C:4]1[CH:9]=[C:8]([S:10](=[O:14])(=[O:13])[NH:11][CH3:12])[CH:7]=[CH:6][C:5]=1[O:15][CH:16]1[CH2:20][CH2:19][CH2:18][CH2:17]1.[OH-].[Na+], predict the reaction product. The product is: [CH:16]1([O:15][C:5]2[CH:6]=[CH:7][C:8]([S:10](=[O:14])(=[O:13])[NH:11][CH3:12])=[CH:9][C:4]=2[C:3]([OH:21])=[O:2])[CH2:17][CH2:18][CH2:19][CH2:20]1. (7) Given the reactants O.[NH2:2]N.Cl.[N+:5]([C:8]1[CH:9]=[C:10]([C:14](=[NH:16])[NH2:15])[CH:11]=[CH:12][CH:13]=1)([O-:7])=[O:6].[C:17]([NH:20][CH:21]([CH3:29])[C:22](=O)[C:23](OCC)=[O:24])(=[O:19])[CH3:18], predict the reaction product. The product is: [N+:5]([C:8]1[CH:9]=[C:10]([C:14]2[NH:15][C:23](=[O:24])[C:22]([CH:21]([NH:20][C:17](=[O:19])[CH3:18])[CH3:29])=[N:2][N:16]=2)[CH:11]=[CH:12][CH:13]=1)([O-:7])=[O:6]. (8) Given the reactants [CH2:1]([O:3][C:4]([C:6]1[C:14]2[C:9](=[CH:10][CH:11]=[C:12]([OH:15])[CH:13]=2)[N:8]([C:16]2[CH:21]=[CH:20][C:19]([O:22][CH:23]([CH3:25])[CH3:24])=[CH:18][CH:17]=2)[C:7]=1[CH2:26][C:27]([O:29][CH2:30][CH3:31])=[O:28])=[O:5])[CH3:2].[F:32][C:33]([F:44])([F:43])[C:34]1[CH:39]=[CH:38][C:37](B(O)O)=[CH:36][CH:35]=1, predict the reaction product. The product is: [CH2:1]([O:3][C:4]([C:6]1[C:14]2[C:9](=[CH:10][CH:11]=[C:12]([O:15][C:37]3[CH:38]=[CH:39][C:34]([C:33]([F:44])([F:43])[F:32])=[CH:35][CH:36]=3)[CH:13]=2)[N:8]([C:16]2[CH:21]=[CH:20][C:19]([O:22][CH:23]([CH3:24])[CH3:25])=[CH:18][CH:17]=2)[C:7]=1[CH2:26][C:27]([O:29][CH2:30][CH3:31])=[O:28])=[O:5])[CH3:2]. (9) Given the reactants FC1C=CC(CC[C:12]2[C:13]([C:20](C3OC=CC=3)=[O:21])=[C:12](C3C=C[C:13]([C:20](O)=[O:21])=[CH:12]C=3)[C:13]3[C:20](=[O:21])N4C(CCC4)C=3N=2)=CC=1.[C:39]([C:42]1[C:54]([CH2:55][CH2:56][C:57]2[CH:62]=[CH:61][C:60]([F:63])=[CH:59][CH:58]=2)=[N:53][C:45]2[C@H:46]3[N:50]([C:51](=[O:52])[C:44]=2[C:43]=1[C:64]1[CH:78]=[CH:77][C:67]([C:68]([NH:70][CH2:71][C:72]2[O:73][CH:74]=[CH:75][CH:76]=2)=[O:69])=[CH:66][CH:65]=1)[CH2:49][CH2:48][CH2:47]3)(=[O:41])[CH3:40], predict the reaction product. The product is: [F:63][C:60]1[CH:59]=[CH:58][C:57]([CH2:56][CH2:55][C:54]2[C:42]([C:39]([C:40]3[O:21][CH:20]=[CH:13][CH:12]=3)=[O:41])=[C:43]([C:64]3[CH:78]=[CH:77][C:67]([C:68]([NH:70][CH2:71][C:72]4[O:73][CH:74]=[CH:75][CH:76]=4)=[O:69])=[CH:66][CH:65]=3)[C:44]3[C:51](=[O:52])[N:50]4[C@@H:46]([CH2:47][CH2:48][CH2:49]4)[C:45]=3[N:53]=2)=[CH:62][CH:61]=1.